This data is from Catalyst prediction with 721,799 reactions and 888 catalyst types from USPTO. The task is: Predict which catalyst facilitates the given reaction. (1) Reactant: Br[C:2]1[CH:7]=[CH:6][C:5]([O:8][CH:9]([F:11])[F:10])=[C:4]([F:12])[CH:3]=1.[B:13]1([B:13]2[O:17][C:16]([CH3:19])([CH3:18])[C:15]([CH3:21])([CH3:20])[O:14]2)[O:17][C:16]([CH3:19])([CH3:18])[C:15]([CH3:21])([CH3:20])[O:14]1.C(Cl)Cl.C([O-])(=O)C.[K+]. Product: [F:10][CH:9]([F:11])[O:8][C:5]1[CH:6]=[CH:7][C:2]([B:13]2[O:17][C:16]([CH3:19])([CH3:18])[C:15]([CH3:21])([CH3:20])[O:14]2)=[CH:3][C:4]=1[F:12]. The catalyst class is: 12. (2) Reactant: [CH3:1]C(C)([O-])C.[K+].IC.[CH2:9]([O:16][C:17]1[C:22]([CH2:23][N:24]2[CH2:33][CH2:32][C:31]3[C:26](=[C:27]([Cl:39])[C:28]([CH:35]([OH:38])[CH2:36][CH3:37])=[CH:29][C:30]=3[Cl:34])[C:25]2=[O:40])=[C:21]([CH3:41])[CH:20]=[C:19]([CH3:42])[N:18]=1)[C:10]1[CH:15]=[CH:14][CH:13]=[CH:12][CH:11]=1. Product: [CH2:9]([O:16][C:17]1[C:22]([CH2:23][N:24]2[CH2:33][CH2:32][C:31]3[C:26](=[C:27]([Cl:39])[C:28]([CH:35]([O:38][CH3:1])[CH2:36][CH3:37])=[CH:29][C:30]=3[Cl:34])[C:25]2=[O:40])=[C:21]([CH3:41])[CH:20]=[C:19]([CH3:42])[N:18]=1)[C:10]1[CH:15]=[CH:14][CH:13]=[CH:12][CH:11]=1. The catalyst class is: 9.